Dataset: Full USPTO retrosynthesis dataset with 1.9M reactions from patents (1976-2016). Task: Predict the reactants needed to synthesize the given product. (1) Given the product [CH2:25]([C:16]1[C:17]([O:23][CH3:24])=[C:18]([C:13]([NH:12][S:9]([C:3]2[CH:4]=[CH:5][C:6]([F:8])=[CH:7][C:2]=2[C:50]#[C:49][CH2:48][CH2:47][OH:46])(=[O:11])=[O:10])=[CH:14][CH:15]=1)[C:19]([O:21][CH3:22])=[O:20])[CH3:26], predict the reactants needed to synthesize it. The reactants are: Br[C:2]1[CH:7]=[C:6]([F:8])[CH:5]=[CH:4][C:3]=1[S:9]([NH:12][C:13]1[C:18]([C:19]([O:21][CH3:22])=[O:20])=[C:17]([O:23][CH3:24])[C:16]([CH2:25][CH3:26])=[CH:15][CH:14]=1)(=[O:11])=[O:10].C1(P(C2C=CC=CC=2)C2C=CC=CC=2)C=CC=CC=1.[OH:46][CH2:47][CH2:48][C:49]#[CH:50].CN(C)C. (2) Given the product [NH2:12][C@H:7]1[C:6]2[CH:5]=[N:4][CH:3]=[C:2]([C:20]3[CH:19]=[C:18]4[C:23](=[CH:22][CH:21]=3)[N:14]([CH3:13])[C:15](=[O:33])[CH2:16][CH2:17]4)[C:11]=2[CH2:10][CH2:9][CH2:8]1, predict the reactants needed to synthesize it. The reactants are: Br[C:2]1[C:11]2[CH2:10][CH2:9][CH2:8][C@@H:7]([NH2:12])[C:6]=2[CH:5]=[N:4][CH:3]=1.[CH3:13][N:14]1[C:23]2[C:18](=[CH:19][C:20](B3OC(C)(C)C(C)(C)O3)=[CH:21][CH:22]=2)[CH2:17][CH2:16][C:15]1=[O:33]. (3) Given the product [NH:47]1[CH2:46][CH:45]([N:30]2[C:26]3=[N:27][CH:28]=[N:29][C:24]([NH2:23])=[C:25]3[C:32]([C:33]#[C:34][C:35]3[CH:36]=[C:37]([O:43][CH3:44])[CH:38]=[C:39]([O:41][CH3:42])[CH:40]=3)=[N:31]2)[CH2:49]1, predict the reactants needed to synthesize it. The reactants are: NC1N=CN=C2N(C3CN(C(OC(C)(C)C)=O)C3)N=C(I)C=12.[NH2:23][C:24]1[N:29]=[CH:28][N:27]=[C:26]2[N:30]([CH:45]3[CH2:49]C[N:47](C(OC(C)(C)C)=O)[CH2:46]3)[N:31]=[C:32]([C:33]#[C:34][C:35]3[CH:40]=[C:39]([O:41][CH3:42])[CH:38]=[C:37]([O:43][CH3:44])[CH:36]=3)[C:25]=12. (4) Given the product [Cl:35][C:36]1[CH:44]=[CH:43][C:39]([C:40]2[C:6]3[CH2:5][N:4]([C:1](=[O:3])[CH3:2])[CH2:9][CH2:8][C:7]=3[NH:46][N:45]=2)=[CH:38][CH:37]=1, predict the reactants needed to synthesize it. The reactants are: [C:1]([N:4]1[CH2:9][CH2:8][C:7](=O)[CH2:6][CH2:5]1)(=[O:3])[CH3:2].N1CCOCC1.C1(C)C=CC(S(O)(=O)=O)=CC=1.CCN(CC)CC.[Cl:35][C:36]1[CH:44]=[CH:43][C:39]([C:40](Cl)=O)=[CH:38][CH:37]=1.[NH2:45][NH2:46]. (5) Given the product [CH2:24]([C@H:16]([NH:15][C:10]([C:8]1[NH:7][C:6]2[S:13][C:3]([C:1]#[N:2])=[CH:4][C:5]=2[CH:9]=1)=[O:12])[C:17]([N:19]1[CH2:22][CH:21]([OH:23])[CH2:20]1)=[O:18])[C:25]1[CH:30]=[CH:29][CH:28]=[CH:27][CH:26]=1, predict the reactants needed to synthesize it. The reactants are: [C:1]([C:3]1[S:13][C:6]2[NH:7][C:8]([C:10]([OH:12])=O)=[CH:9][C:5]=2[CH:4]=1)#[N:2].Cl.[NH2:15][C@@H:16]([CH2:24][C:25]1[CH:30]=[CH:29][CH:28]=[CH:27][CH:26]=1)[C:17]([N:19]1[CH2:22][CH:21]([OH:23])[CH2:20]1)=[O:18]. (6) Given the product [Cl:1][C:2]1[CH:7]=[C:6]([Cl:8])[C:5]([CH3:9])=[CH:4][C:3]=1[S:10]([NH:14][C:15]1[CH:20]=[CH:19][CH:18]=[C:17]([C:21]2[NH:25][N:24]=[N:23][N:22]=2)[CH:16]=1)(=[O:12])=[O:11], predict the reactants needed to synthesize it. The reactants are: [Cl:1][C:2]1[CH:7]=[C:6]([Cl:8])[C:5]([CH3:9])=[CH:4][C:3]=1[S:10](Cl)(=[O:12])=[O:11].[NH2:14][C:15]1[CH:16]=[C:17]([C:21]2[NH:25][N:24]=[N:23][N:22]=2)[CH:18]=[CH:19][CH:20]=1. (7) Given the product [CH:1]1([C@H:7]2[C@@H:16]3[CH2:17][CH2:18][CH2:19][O:20][C@@H:15]3[C:14]3[CH:13]=[C:12]([C:21]([OH:23])=[O:22])[CH:11]=[CH:10][C:9]=3[NH:8]2)[CH2:2][CH2:3][CH2:4][CH2:5][CH2:6]1, predict the reactants needed to synthesize it. The reactants are: [CH:1]1([CH:7]2[CH:16]3[CH2:17][CH2:18][CH2:19][O:20][CH:15]3[C:14]3[CH:13]=[C:12]([C:21]([OH:23])=[O:22])[CH:11]=[CH:10][C:9]=3[NH:8]2)[CH2:6][CH2:5][CH2:4][CH2:3][CH2:2]1.C1(N)CC1.CCN(C(C)C)C(C)C.C(Cl)CCl.